From a dataset of Reaction yield outcomes from USPTO patents with 853,638 reactions. Predict the reaction yield, written as a fraction of the theoretical maximum amount of product (1.0 means a 100% yield; for example, 0.34 means a 34% yield). (1) The reactants are ClC(OC(Cl)=O)(Cl)Cl.[N:9]1([C:15]2[CH:16]=[C:17]([CH:21]=[C:22]([N+:24]([O-:26])=[O:25])[CH:23]=2)[C:18]([NH2:20])=O)[CH2:14][CH2:13][O:12][CH2:11][CH2:10]1.O. The catalyst is COP(OC)(OC)=O. The product is [N:9]1([C:15]2[CH:16]=[C:17]([CH:21]=[C:22]([N+:24]([O-:26])=[O:25])[CH:23]=2)[C:18]#[N:20])[CH2:14][CH2:13][O:12][CH2:11][CH2:10]1. The yield is 0.780. (2) The reactants are [NH2:1][CH:2]([C:7]1[CH:12]=[CH:11][C:10]([O:13][CH:14]([F:16])[F:15])=[C:9]([O:17][CH2:18][CH3:19])[CH:8]=1)[CH2:3][C:4]([OH:6])=[O:5].[C:20]([NH:23][C:24]1[CH:34]=[CH:33][CH:32]=[C:26]2[C:27]([O:29][C:30](=O)[C:25]=12)=[O:28])(=[O:22])[CH3:21].C([O-])(=O)C.[Na+]. The catalyst is C(O)(=O)C. The product is [C:20]([NH:23][C:24]1[CH:34]=[CH:33][CH:32]=[C:26]2[C:25]=1[C:30](=[O:29])[N:1]([CH:2]([C:7]1[CH:12]=[CH:11][C:10]([O:13][CH:14]([F:16])[F:15])=[C:9]([O:17][CH2:18][CH3:19])[CH:8]=1)[CH2:3][C:4]([OH:6])=[O:5])[C:27]2=[O:28])(=[O:22])[CH3:21]. The yield is 0.450. (3) The catalyst is CO.O. The yield is 0.880. The product is [NH2:7][C:6]1[C:5]([CH3:13])=[C:4]([CH2:3][C:1]([O:20][CH3:19])=[O:15])[C:10]([CH3:11])=[CH:9][C:8]=1[CH3:12]. The reactants are [C:1]([CH2:3][C:4]1[C:5]([CH3:13])=[C:6]([C:8]([CH3:12])=[CH:9][C:10]=1[CH3:11])[NH2:7])#N.S(=O)(=O)(O)[OH:15].[C:19](=O)([O-])[O-:20].[Na+].[Na+]. (4) The reactants are N1C2[C:4](=[CH:5][C:6]([C:10]([OH:12])=[O:11])=[CH:7][CH:8]=2)[CH:3]=C1.[H-].[Na+].I[CH3:16].[CH3:17][N:18]([CH:20]=O)[CH3:19]. No catalyst specified. The product is [CH3:16][O:12][C:10]([C:6]1[CH:5]=[C:4]2[C:19](=[CH:8][CH:7]=1)[N:18]([CH3:17])[CH:20]=[CH:3]2)=[O:11]. The yield is 0.930. (5) The reactants are Cl[C:2]1[CH:3]=[CH:4][C:5]([OH:11])=[C:6]([CH:10]=1)[C:7](Cl)=[O:8].C(N(CC)CC)C.[Br:19][C:20]1[CH:27]=[CH:26][C:23]([CH2:24][NH2:25])=[C:22]([F:28])[CH:21]=1.[Cl:29]CCl. No catalyst specified. The product is [Br:19][C:20]1[CH:27]=[CH:26][C:23]([CH2:24][NH:25][C:7](=[O:8])[C:6]2[CH:10]=[CH:2][C:3]([Cl:29])=[CH:4][C:5]=2[OH:11])=[C:22]([F:28])[CH:21]=1. The yield is 0.530. (6) The reactants are [NH2:1][C:2]1[CH:3]=[C:4]([CH:8]=[C:9]([N+:11]([O-:13])=[O:12])[CH:10]=1)[C:5]([OH:7])=[O:6].O=S(Cl)Cl.[CH3:18]O. No catalyst specified. The product is [CH3:18][O:6][C:5](=[O:7])[C:4]1[CH:8]=[C:9]([N+:11]([O-:13])=[O:12])[CH:10]=[C:2]([NH2:1])[CH:3]=1. The yield is 0.780. (7) The reactants are [F:1][C:2]1[CH:8]=[CH:7][C:6]([O:9][C:10]([F:13])([F:12])[F:11])=[CH:5][C:3]=1[NH2:4].[Br:14]N1C(=O)CCC1=O. The catalyst is CN(C=O)C. The product is [Br:14][C:7]1[C:6]([O:9][C:10]([F:11])([F:12])[F:13])=[CH:5][C:3]([NH2:4])=[C:2]([F:1])[CH:8]=1. The yield is 0.700.